From a dataset of Forward reaction prediction with 1.9M reactions from USPTO patents (1976-2016). Predict the product of the given reaction. (1) Given the reactants [NH:1]1[CH2:4][CH:3]([NH:5][C:6](=[O:37])[C:7]2[CH:12]=[C:11]([O:13][CH3:14])[C:10]([NH:15][C:16]3[N:17]=[CH:18][C:19]4[N:25]([CH3:26])[C:24](=[O:27])[C:23]([F:29])([F:28])[CH2:22][N:21]([CH:30]5[CH2:34][CH2:33][CH2:32][CH2:31]5)[C:20]=4[N:35]=3)=[CH:9][C:8]=2[F:36])[CH2:2]1.[CH3:38][C:39]([CH3:41])=O, predict the reaction product. The product is: [CH:30]1([N:21]2[CH2:22][C:23]([F:28])([F:29])[C:24](=[O:27])[N:25]([CH3:26])[C:19]3[CH:18]=[N:17][C:16]([NH:15][C:10]4[C:11]([O:13][CH3:14])=[CH:12][C:7]([C:6]([NH:5][CH:3]5[CH2:2][N:1]([CH:39]([CH3:41])[CH3:38])[CH2:4]5)=[O:37])=[C:8]([F:36])[CH:9]=4)=[N:35][C:20]2=3)[CH2:34][CH2:33][CH2:32][CH2:31]1. (2) Given the reactants [N:1]1[N:2]([C:6]2[CH:29]=[CH:28][CH:27]=[CH:26][C:7]=2[C:8]([N:10]2[C@H:15]([CH3:16])[CH2:14][CH2:13][C@@H:12]([NH:17][C:18]3[CH:19]=[C:20]([CH:23]=[CH:24][N:25]=3)[C:21]#[N:22])[CH2:11]2)=[O:9])[N:3]=[CH:4][CH:5]=1.[H-].[Na+].I[CH3:33], predict the reaction product. The product is: [N:1]1[N:2]([C:6]2[CH:29]=[CH:28][CH:27]=[CH:26][C:7]=2[C:8]([N:10]2[C@H:15]([CH3:16])[CH2:14][CH2:13][C@@H:12]([N:17]([CH3:33])[C:18]3[CH:19]=[C:20]([CH:23]=[CH:24][N:25]=3)[C:21]#[N:22])[CH2:11]2)=[O:9])[N:3]=[CH:4][CH:5]=1. (3) Given the reactants C(Cl)CCl.[CH3:5][C:6]1([CH3:22])[C:10]([CH3:12])([CH3:11])[O:9][B:8]([C:13]2[CH:21]=[CH:20][C:16]([C:17]([OH:19])=O)=[CH:15][CH:14]=2)[O:7]1.[CH3:23][O:24][CH2:25][CH2:26][NH:27][CH3:28].C1C=C2N=NN(O)C2=CC=1.O, predict the reaction product. The product is: [CH3:23][O:24][CH2:25][CH2:26][N:27]([CH3:28])[C:17](=[O:19])[C:16]1[CH:15]=[CH:14][C:13]([B:8]2[O:9][C:10]([CH3:11])([CH3:12])[C:6]([CH3:5])([CH3:22])[O:7]2)=[CH:21][CH:20]=1. (4) The product is: [CH3:1][O:2][C:3](=[O:20])[CH2:4][C:5]1[CH:10]=[CH:9][CH:8]=[C:7]([NH:11][C:12]([C:14]2[O:15][C:16]([C:25]3[CH:26]=[CH:27][C:22]([CH3:21])=[CH:23][CH:24]=3)=[CH:17][CH:18]=2)=[O:13])[CH:6]=1. Given the reactants [CH3:1][O:2][C:3](=[O:20])[CH2:4][C:5]1[CH:10]=[CH:9][CH:8]=[C:7]([NH:11][C:12]([C:14]2[O:15][C:16](Br)=[CH:17][CH:18]=2)=[O:13])[CH:6]=1.[CH3:21][C:22]1[CH:27]=[CH:26][C:25](B(O)O)=[CH:24][CH:23]=1, predict the reaction product. (5) Given the reactants [C:1]1([N:7]2[C:19]3[CH:18]=[CH:17][C:16](B(O)O)=[CH:15][C:14]=3[C:13]3[C:8]2=[CH:9][CH:10]=[CH:11][CH:12]=3)[CH:6]=[CH:5][CH:4]=[CH:3][CH:2]=1.[Br:23][C:24]1[CH:25]=[C:26](I)[CH:27]=[CH:28][CH:29]=1.C(=O)([O-])[O-].[K+].[K+], predict the reaction product. The product is: [Br:23][C:24]1[CH:29]=[C:28]([C:16]2[CH:17]=[CH:18][C:19]3[N:7]([C:8]4[CH:9]=[CH:10][CH:11]=[CH:12][CH:13]=4)[C:1]4[C:6]([C:14]=3[CH:15]=2)=[CH:5][CH:4]=[CH:3][CH:2]=4)[CH:27]=[CH:26][CH:25]=1. (6) The product is: [Cl:15][C:16]1[CH:21]=[CH:20][C:19]([CH2:22][O:1][C:2]2[N:6]([C:7]3[CH:12]=[C:11]([C:13]#[N:14])[CH:10]=[CH:9][N:8]=3)[N:5]=[CH:4][CH:3]=2)=[C:18]([O:24][CH2:25][C:26]2[CH:27]=[CH:28][CH:29]=[CH:30][CH:31]=2)[CH:17]=1. Given the reactants [OH:1][C:2]1[N:6]([C:7]2[CH:12]=[C:11]([C:13]#[N:14])[CH:10]=[CH:9][N:8]=2)[N:5]=[CH:4][CH:3]=1.[Cl:15][C:16]1[CH:21]=[CH:20][C:19]([CH2:22]O)=[C:18]([O:24][CH2:25][C:26]2[CH:31]=[CH:30][CH:29]=[CH:28][CH:27]=2)[CH:17]=1, predict the reaction product.